The task is: Regression. Given two drug SMILES strings and cell line genomic features, predict the synergy score measuring deviation from expected non-interaction effect.. This data is from NCI-60 drug combinations with 297,098 pairs across 59 cell lines. (1) Drug 1: CC1=CC2C(CCC3(C2CCC3(C(=O)C)OC(=O)C)C)C4(C1=CC(=O)CC4)C. Drug 2: CC(C)NC(=O)C1=CC=C(C=C1)CNNC.Cl. Cell line: HL-60(TB). Synergy scores: CSS=4.44, Synergy_ZIP=2.02, Synergy_Bliss=7.70, Synergy_Loewe=0.814, Synergy_HSA=1.44. (2) Drug 1: C1CCC(CC1)NC(=O)N(CCCl)N=O. Drug 2: C1=NC2=C(N=C(N=C2N1C3C(C(C(O3)CO)O)F)Cl)N. Cell line: SN12C. Synergy scores: CSS=42.2, Synergy_ZIP=-2.42, Synergy_Bliss=-2.41, Synergy_Loewe=-19.2, Synergy_HSA=-0.249. (3) Drug 1: CCCCCOC(=O)NC1=NC(=O)N(C=C1F)C2C(C(C(O2)C)O)O. Drug 2: CC(C)(C#N)C1=CC(=CC(=C1)CN2C=NC=N2)C(C)(C)C#N. Cell line: TK-10. Synergy scores: CSS=-3.78, Synergy_ZIP=2.89, Synergy_Bliss=1.85, Synergy_Loewe=-4.17, Synergy_HSA=-2.75. (4) Drug 1: C1=CC(=C2C(=C1NCCNCCO)C(=O)C3=C(C=CC(=C3C2=O)O)O)NCCNCCO. Drug 2: COC1=C2C(=CC3=C1OC=C3)C=CC(=O)O2. Cell line: IGROV1. Synergy scores: CSS=45.7, Synergy_ZIP=3.41, Synergy_Bliss=5.67, Synergy_Loewe=-28.8, Synergy_HSA=5.38. (5) Drug 1: CCC1=C2CN3C(=CC4=C(C3=O)COC(=O)C4(CC)O)C2=NC5=C1C=C(C=C5)O. Drug 2: C(CN)CNCCSP(=O)(O)O. Synergy scores: CSS=31.8, Synergy_ZIP=-8.38, Synergy_Bliss=0.784, Synergy_Loewe=-82.6, Synergy_HSA=-0.646. Cell line: OVCAR-8. (6) Drug 1: CC(C1=C(C=CC(=C1Cl)F)Cl)OC2=C(N=CC(=C2)C3=CN(N=C3)C4CCNCC4)N. Drug 2: CN(CCCl)CCCl.Cl. Cell line: HCT-15. Synergy scores: CSS=6.07, Synergy_ZIP=-5.30, Synergy_Bliss=-10.8, Synergy_Loewe=-14.9, Synergy_HSA=-14.8. (7) Drug 1: CNC(=O)C1=CC=CC=C1SC2=CC3=C(C=C2)C(=NN3)C=CC4=CC=CC=N4. Drug 2: CC1C(C(CC(O1)OC2CC(CC3=C2C(=C4C(=C3O)C(=O)C5=C(C4=O)C(=CC=C5)OC)O)(C(=O)C)O)N)O.Cl. Cell line: SNB-19. Synergy scores: CSS=48.3, Synergy_ZIP=19.8, Synergy_Bliss=21.5, Synergy_Loewe=8.19, Synergy_HSA=21.7. (8) Drug 1: C1=CC(=CC=C1CC(C(=O)O)N)N(CCCl)CCCl.Cl. Drug 2: C1CN(CCN1C(=O)CCBr)C(=O)CCBr. Cell line: UO-31. Synergy scores: CSS=15.4, Synergy_ZIP=-3.12, Synergy_Bliss=0.430, Synergy_Loewe=0.145, Synergy_HSA=0.300. (9) Drug 1: C1=C(C(=O)NC(=O)N1)F. Drug 2: C1=CC=C(C=C1)NC(=O)CCCCCCC(=O)NO. Cell line: NCI/ADR-RES. Synergy scores: CSS=46.7, Synergy_ZIP=-15.1, Synergy_Bliss=-9.69, Synergy_Loewe=-8.08, Synergy_HSA=-6.40.